From a dataset of Forward reaction prediction with 1.9M reactions from USPTO patents (1976-2016). Predict the product of the given reaction. (1) Given the reactants [Br:1][C:2]1[CH:14]=[CH:13][C:12]2[C:11]3[C:6](=[CH:7][CH:8]=[CH:9][CH:10]=3)[NH:5][C:4]=2[CH:3]=1.Br[C:16]1[CH:21]=[CH:20][CH:19]=[CH:18][N:17]=1.N1CCC[C@H]1C(O)=O.C([O-])([O-])=O.[K+].[K+], predict the reaction product. The product is: [Br:1][C:2]1[CH:14]=[CH:13][C:12]2[C:11]3[C:6](=[CH:7][CH:8]=[CH:9][CH:10]=3)[N:5]([C:16]3[CH:21]=[CH:20][CH:19]=[CH:18][N:17]=3)[C:4]=2[CH:3]=1. (2) Given the reactants [F:1][C:2]([F:34])([F:33])[C:3]1[CH:28]=[C:27]([C:29]([F:32])([F:31])[F:30])[CH:26]=[CH:25][C:4]=1[CH2:5][N:6]1[C:14]2[C:9](=[CH:10][C:11]([CH:15]=[C:16]3[S:20][C:19](SCC)=[N:18][C:17]3=[O:24])=[CH:12][CH:13]=2)[CH:8]=[N:7]1.[C:35]([O:39][C:40]([N:42]1[CH2:47][CH2:46][NH:45][CH2:44][C@H:43]1[CH2:48][OH:49])=[O:41])([CH3:38])([CH3:37])[CH3:36], predict the reaction product. The product is: [C:35]([O:39][C:40]([N:42]1[CH2:47][CH2:46][N:45]([C:19]2[S:20][C:16](=[CH:15][C:11]3[CH:10]=[C:9]4[C:14](=[CH:13][CH:12]=3)[N:6]([CH2:5][C:4]3[CH:25]=[CH:26][C:27]([C:29]([F:31])([F:32])[F:30])=[CH:28][C:3]=3[C:2]([F:1])([F:34])[F:33])[N:7]=[CH:8]4)[C:17](=[O:24])[N:18]=2)[CH2:44][C@H:43]1[CH2:48][OH:49])=[O:41])([CH3:38])([CH3:37])[CH3:36]. (3) Given the reactants OO[S:3]([O-:5])=[O:4].[K+].C(S[CH2:10][C:11]1[N:12]([CH2:38][CH2:39][CH3:40])[C:13]([C:16]2[CH:21]=[CH:20][N:19]=[C:18]([NH:22][C:23]3[CH:28]=[CH:27][C:26]([S:29](=[O:37])(=[O:36])[NH:30][CH2:31][CH2:32][O:33][CH2:34][CH3:35])=[CH:25][CH:24]=3)[N:17]=2)=[CH:14][N:15]=1)C.CO.[CH3:43][C:44](C)=O.O, predict the reaction product. The product is: [CH2:43]([S:3]([CH2:10][C:11]1[N:12]([CH2:38][CH2:39][CH3:40])[C:13]([C:16]2[CH:21]=[CH:20][N:19]=[C:18]([NH:22][C:23]3[CH:24]=[CH:25][C:26]([S:29](=[O:37])(=[O:36])[NH:30][CH2:31][CH2:32][O:33][CH2:34][CH3:35])=[CH:27][CH:28]=3)[N:17]=2)=[CH:14][N:15]=1)(=[O:5])=[O:4])[CH3:44]. (4) Given the reactants C([O:9][CH2:10][CH2:11][N:12]1[C:20]2[C:19](Cl)=[N:18][CH:17]=[N:16][C:15]=2[CH:14]=[CH:13]1)(=O)C1C=CC=CC=1.[NH2:22][C:23]1[CH:41]=[CH:40][C:26]([O:27][C:28]2[CH:29]=[C:30]([C:34]3([C:37]([NH2:39])=[O:38])[CH2:36][CH2:35]3)[CH:31]=[CH:32][CH:33]=2)=[C:25]([CH3:42])[CH:24]=1.[OH-].[Na+].[Cl-].[NH4+], predict the reaction product. The product is: [OH:9][CH2:10][CH2:11][N:12]1[C:20]2[C:19]([NH:22][C:23]3[CH:41]=[CH:40][C:26]([O:27][C:28]4[CH:29]=[C:30]([C:34]5([C:37]([NH2:39])=[O:38])[CH2:36][CH2:35]5)[CH:31]=[CH:32][CH:33]=4)=[C:25]([CH3:42])[CH:24]=3)=[N:18][CH:17]=[N:16][C:15]=2[CH:14]=[CH:13]1.